From a dataset of Reaction yield outcomes from USPTO patents with 853,638 reactions. Predict the reaction yield, written as a fraction of the theoretical maximum amount of product (1.0 means a 100% yield; for example, 0.34 means a 34% yield). (1) The reactants are [Br:1][C:2]1[CH:3]=[C:4]([N+:12]([O-:14])=[O:13])[C:5]([O:10][CH3:11])=[C:6]([CH:9]=1)[CH2:7]Br.P(OCC)(OCC)OCC.[H-].[Na+].O=[C:28]1[CH2:33][CH2:32][N:31]([C:34]([O:36][C:37]([CH3:40])([CH3:39])[CH3:38])=[O:35])[CH2:30][CH2:29]1.[Cl-].[NH4+]. The catalyst is O1CCCC1.CN(C)C=O. The product is [Br:1][C:2]1[CH:3]=[C:4]([N+:12]([O-:14])=[O:13])[C:5]([O:10][CH3:11])=[C:6]([CH:9]=1)[CH:7]=[C:28]1[CH2:33][CH2:32][N:31]([C:34]([O:36][C:37]([CH3:40])([CH3:39])[CH3:38])=[O:35])[CH2:30][CH2:29]1. The yield is 0.350. (2) The reactants are [Cl:1][C:2]1[CH:23]=[CH:22][C:5]([CH2:6][CH2:7][O:8][C:9]2[N:14]=[N:13][C:12]([C:15]3[CH:16]=[C:17]([CH:19]=[CH:20][CH:21]=3)[NH2:18])=[CH:11][CH:10]=2)=[CH:4][CH:3]=1.N1C=CC=CC=1.[C:30]([C:32]1[CH:37]=[CH:36][C:35]([S:38](Cl)(=[O:40])=[O:39])=[CH:34][CH:33]=1)#[N:31]. The catalyst is ClCCl. The product is [Cl:1][C:2]1[CH:3]=[CH:4][C:5]([CH2:6][CH2:7][O:8][C:9]2[N:14]=[N:13][C:12]([C:15]3[CH:16]=[C:17]([NH:18][S:38]([C:35]4[CH:34]=[CH:33][C:32]([C:30]#[N:31])=[CH:37][CH:36]=4)(=[O:40])=[O:39])[CH:19]=[CH:20][CH:21]=3)=[CH:11][CH:10]=2)=[CH:22][CH:23]=1. The yield is 0.450. (3) The reactants are [CH3:1][S:2](Cl)(=[O:4])=[O:3].[NH2:6][C:7]1[CH:12]=[CH:11][C:10]([C:13]2[N:17]([CH3:18])[C:16]([C:19]#[N:20])=[CH:15][CH:14]=2)=[CH:9][C:8]=1[C:21]#[N:22]. No catalyst specified. The product is [C:21]([C:8]1[CH:9]=[C:10]([C:13]2[N:17]([CH3:18])[C:16]([C:19]#[N:20])=[CH:15][CH:14]=2)[CH:11]=[CH:12][C:7]=1[NH:6][S:2]([CH3:1])(=[O:4])=[O:3])#[N:22]. The yield is 0.500.